Dataset: Forward reaction prediction with 1.9M reactions from USPTO patents (1976-2016). Task: Predict the product of the given reaction. (1) The product is: [CH3:1][O:2][C:3]([C:4]1[C:5]2[C:14](=[O:16])[CH2:13][CH2:12][O:11][C:6]=2[C:7]([F:10])=[CH:8][CH:9]=1)=[O:17]. Given the reactants [CH3:1][O:2][C:3](=[O:17])[C:4]1[CH:9]=[CH:8][C:7]([F:10])=[C:6]([O:11][CH2:12][CH2:13][C:14]([OH:16])=O)[CH:5]=1.P(Cl)(Cl)(Cl)(Cl)Cl.[Al+3].[Cl-].[Cl-].[Cl-], predict the reaction product. (2) Given the reactants CC1C=C(NNC(=O)C(N2CCN(C)CC2)C2C3C(=CC=CC=3)C=CC=2)C=C(C)C=1.[CH3:31][N:32]1[CH2:37][CH2:36][N:35]([CH:38]([C:42]2[C:51]3[C:46](=[CH:47][CH:48]=[CH:49][CH:50]=3)[CH:45]=[CH:44][CH:43]=2)[C:39](O)=[O:40])[CH2:34][CH2:33]1.CCN=C=NCCCN(C)C.[ClH:63].C1C=CC2N(O)N=NC=2C=1.O.O.[F:76][C:77]([F:91])([F:90])[C:78]1[CH:79]=[C:80]([NH:88][NH2:89])[CH:81]=[C:82]([C:84]([F:87])([F:86])[F:85])[CH:83]=1.Cl, predict the reaction product. The product is: [ClH:63].[F:76][C:77]([F:90])([F:91])[C:78]1[CH:79]=[C:80]([NH:88][NH:89][C:39](=[O:40])[CH:38]([N:35]2[CH2:34][CH2:33][N:32]([CH3:31])[CH2:37][CH2:36]2)[C:42]2[C:51]3[C:46](=[CH:47][CH:48]=[CH:49][CH:50]=3)[CH:45]=[CH:44][CH:43]=2)[CH:81]=[C:82]([C:84]([F:87])([F:85])[F:86])[CH:83]=1. (3) Given the reactants C([O:4][C:5]1[CH:10]=[CH:9][C:8]([O:11][CH2:12][C@@H:13]([NH:15][C:16]([O:18][C:19]([CH3:22])([CH3:21])[CH3:20])=[O:17])[CH3:14])=[CH:7][CH:6]=1)(=O)C.C(=O)([O-])[O-].[K+].[K+], predict the reaction product. The product is: [OH:4][C:5]1[CH:6]=[CH:7][C:8]([O:11][CH2:12][C@@H:13]([NH:15][C:16](=[O:17])[O:18][C:19]([CH3:20])([CH3:21])[CH3:22])[CH3:14])=[CH:9][CH:10]=1. (4) Given the reactants Cl.[F:2][C:3]([F:33])([F:32])[C:4]1[CH:9]=[C:8]([C:10]2[O:14][N:13]=[C:12]([C:15]3[CH:25]=[CH:24][C:18]4[CH2:19][CH2:20][NH:21][CH2:22][CH2:23][C:17]=4[CH:16]=3)[N:11]=2)[CH:7]=[CH:6][C:5]=1[C:26]1[CH:31]=[CH:30][CH:29]=[CH:28][CH:27]=1.CCN(C(C)C)C(C)C.Br[CH2:44][CH2:45][CH2:46][C:47]([O:49][CH2:50][CH3:51])=[O:48], predict the reaction product. The product is: [F:33][C:3]([F:2])([F:32])[C:4]1[CH:9]=[C:8]([C:10]2[O:14][N:13]=[C:12]([C:15]3[CH:25]=[CH:24][C:18]4[CH2:19][CH2:20][N:21]([CH2:44][CH2:45][CH2:46][C:47]([O:49][CH2:50][CH3:51])=[O:48])[CH2:22][CH2:23][C:17]=4[CH:16]=3)[N:11]=2)[CH:7]=[CH:6][C:5]=1[C:26]1[CH:27]=[CH:28][CH:29]=[CH:30][CH:31]=1.